From a dataset of Experimentally validated miRNA-target interactions with 360,000+ pairs, plus equal number of negative samples. Binary Classification. Given a miRNA mature sequence and a target amino acid sequence, predict their likelihood of interaction. (1) The miRNA is hsa-miR-7106-5p with sequence UGGGAGGAGGGGAUCUUGGG. The protein sequence of the target gene is MDPGDDWLVESLRLYQDFYAFDLSGATRVLEWIDDKGVFVAGYESLKKNEILHLKLPLRLSVKENKGLFPERDFKVRHGGFSDRSIFDLKHVPHTRLLVTSGLPGCYLQVWQVAEDSDVIKAVSTIAVHEKEESLWPRVAVFSTLAPGVLHGARLRSLQVVDLESRKTTYTSDVSDSEELSSLQVLDADTFAFCCASGRLGLVDTRQKWAPLENRSPGPGSGGERWCAEVGSWGQGPGPSIASLGSDGRLCLLDPRDLCHPVSSVQCPVSVPSPDPELLRVTWAPGLKNCLAISGFDGTV.... Result: 0 (no interaction). (2) The miRNA is hsa-miR-4773 with sequence CAGAACAGGAGCAUAGAAAGGC. The protein sequence of the target gene is MAAARNLRTALIFGGFISMVGAAFYPIYFRPLMRLEEYQKEQAVNRAGIVQEDVQPPGLKVWSDPFGRK. Result: 0 (no interaction). (3) The protein sequence of the target gene is MALTAHPSCLLALLVAGLAQGIRGPLRAQDLGPQPLELKEAFKLFQIQFNRSYLSPEEHAHRLDIFAHNLAQAQRLQEEDLGTAEFGVTPFSDLTEEEFGQLYGYRRAAGGVPSMGREIRSEEPEESVPFSCDWRKVASAISPIKDQKNCNCCWAMAAAGNIETLWRISFWDFVDVSVQELLDCGRCGDGCHGGFVWDAFITVLNNSGLASEKDYPFQGKVRAHRCHPKKYQKVAWIQDFIMLQNNEHRIAQYLATYGPITVTINMKPLQLYRKGVIKATPTTCDPQLVDHSVLLVGFGS.... The miRNA is mmu-miR-3104-5p with sequence UAGGGGGCAGGAGCCGGAGCCCUCU. Result: 0 (no interaction). (4) The miRNA is hsa-miR-10b-5p with sequence UACCCUGUAGAACCGAAUUUGUG. The protein sequence of the target gene is MRLSSLLALLRPALPLILGLSLGCSLSLLRVSWIQGEGEDPCVEAVGERGGPQNPDSRARLDQSDEDFKPRIVPYYRDPNKPYKKVLRTRYIQTELGSRERLLVAVLTSRATLSTLAVAVNRTVAHHFPRLLYFTGQRGARAPAGMQVVSHGDERPAWLMSETLRHLHTHFGADYDWFFIMQDDTYVQAPRLAALAGHLSINQDLYLGRAEEFIGAGEQARYCHGGFGYLLSRSLLLRLRPHLDGCRGDILSARPDEWLGRCLIDSLGVGCVSQHQGQQYRSFELAKNRDPEKEGSSAFL.... Result: 1 (interaction). (5) The miRNA is hsa-miR-6886-5p with sequence CCCGCAGGUGAGAUGAGGGCU. The protein sequence of the target gene is MAGYLPPKGYAPSPPPPYPVPSGYPEPVALHPGPGQAPVPTQVPAPAPGFALFPSPGPVAPGPPAPFVPLPGVPPGLEFLVQIDQILIHQKAERVETFLGWETCNMYELRSGTGQQLGQAAEESNCCARLCCGARRPFRIRLADPGDREVLRLLRPLHCGCSCCPCGLQEMEVQAPPGTTIGHVLQTWHPFLPKFSILDADRQPVLRVVGPCWTCGCGTDTNFEVKTKDESRSVGRISKQWGGLLREALTDADDFGLQFPVDLDVKVKAVLLGATFLIDYMFFEKRGGAGPSAITS. Result: 0 (no interaction). (6) The miRNA is hsa-miR-3186-5p with sequence CAGGCGUCUGUCUACGUGGCUU. The protein sequence of the target gene is MSLYCGIACRRKFFWCYRLLSTYVTKTRYLFELKEDDDACKKAQQTGAFYLFHSLAPLLQTSAHQYLAPRHSLLELERLLGKFGQDAQRIEDSVLIGCSEQQEAWFALDLGLDSSFSISASLHKPEMETELKGSFIELRKALFQLNARDASLLSTAQALLRWHDAHQFCSRSGQPTKKNVAGSKRVCPSNNIIYYPQMAPVAITLVSDGTRCLLARQSSFPKGMYSALAGFCDIGESVEETIRREVAEEVGLEVESLQYYASQHWPFPSGSLMIACHATVKPGQTEIQVNLRELETAAWF.... Result: 0 (no interaction).